This data is from Forward reaction prediction with 1.9M reactions from USPTO patents (1976-2016). The task is: Predict the product of the given reaction. (1) Given the reactants [H-].[Na+].[C:3]([O:11][CH2:12][CH3:13])(=[O:10])[CH2:4][C:5]([O:7][CH2:8][CH3:9])=[O:6].Cl[CH2:15][C:16]1[N:17]=[C:18]([C:21]2[NH:22][C:23]3[C:28]([CH:29]=2)=[CH:27][CH:26]=[CH:25][C:24]=3[N:30]([CH3:39])[S:31]([C:34]2[S:35][CH:36]=[CH:37][CH:38]=2)(=[O:33])=[O:32])[S:19][CH:20]=1.C(O)(=O)CC(CC(O)=O)(C(O)=O)O, predict the reaction product. The product is: [CH3:39][N:30]([S:31]([C:34]1[S:35][CH:36]=[CH:37][CH:38]=1)(=[O:33])=[O:32])[C:24]1[CH:25]=[CH:26][CH:27]=[C:28]2[C:23]=1[NH:22][C:21]([C:18]1[S:19][CH:20]=[C:16]([CH2:15][CH:4]([C:5]([O:7][CH2:8][CH3:9])=[O:6])[C:3]([O:11][CH2:12][CH3:13])=[O:10])[N:17]=1)=[CH:29]2. (2) Given the reactants [C:1]([O:4][CH2:5][C@@H:6]([CH2:8][C:9]1[CH:14]=[CH:13][CH:12]=[CH:11][CH:10]=1)[NH2:7])(=[O:3])[NH2:2].CC(C)=O.[ClH:19], predict the reaction product. The product is: [ClH:19].[C:1]([O:4][CH2:5][C@@H:6]([CH2:8][C:9]1[CH:14]=[CH:13][CH:12]=[CH:11][CH:10]=1)[NH2:7])(=[O:3])[NH2:2].[C:1]([O:4][CH2:5][C@@H:6]([CH2:8][C:9]1[CH:14]=[CH:13][CH:12]=[CH:11][CH:10]=1)[NH2:7])(=[O:3])[NH2:2].